Dataset: Full USPTO retrosynthesis dataset with 1.9M reactions from patents (1976-2016). Task: Predict the reactants needed to synthesize the given product. (1) Given the product [OH:15][C:12]1[CH:11]=[CH:10][C:9]([O:8][C:1]2[CH:2]=[N:21][CH:20]=[N:19][CH:18]=2)=[CH:14][CH:13]=1, predict the reactants needed to synthesize it. The reactants are: [CH2:1]([O:8][C:9]1[CH:14]=[CH:13][C:12]([OH:15])=[CH:11][CH:10]=1)[C:2]1C=CC=CC=1.BrC1[CH:18]=[N:19][CH:20]=[N:21]C=1.C([O-])([O-])=O.[Cs+].[Cs+]. (2) Given the product [CH:6]12[O:19][CH:5]1[CH2:4][CH2:3][CH2:2][N:1]([C:8]([O:10][CH2:11][C:12]1[CH:13]=[CH:14][CH:15]=[CH:16][CH:17]=1)=[O:9])[CH2:7]2, predict the reactants needed to synthesize it. The reactants are: [N:1]1([C:8]([O:10][CH2:11][C:12]2[CH:17]=[CH:16][CH:15]=[CH:14][CH:13]=2)=[O:9])[CH2:7][CH:6]=[CH:5][CH2:4][CH2:3][CH2:2]1.C([O-])(O)=[O:19].[Na+].C1C=C(Cl)C=C(C(OO)=O)C=1. (3) Given the product [C:1]1([C:7]2[N:8]([CH2:19][C:20]3[CH:39]=[CH:38][C:23]([CH2:24][O:25][C:26]4[CH:31]=[CH:30][C:29]([CH2:32][CH2:33][C:34]([O:36][CH3:37])=[O:35])=[CH:28][CH:27]=4)=[CH:22][CH:21]=3)[C:9]3[C:14]([CH:15]=2)=[CH:13][CH:12]=[CH:11][CH:10]=3)[CH:6]=[CH:5][CH:4]=[CH:3][CH:2]=1, predict the reactants needed to synthesize it. The reactants are: [C:1]1([C:7]2[NH:8][C:9]3[C:14]([CH:15]=2)=[CH:13][CH:12]=[CH:11][CH:10]=3)[CH:6]=[CH:5][CH:4]=[CH:3][CH:2]=1.[H-].[Na+].Cl[CH2:19][C:20]1[CH:39]=[CH:38][C:23]([CH2:24][O:25][C:26]2[CH:31]=[CH:30][C:29]([CH2:32][CH2:33][C:34]([O:36][CH3:37])=[O:35])=[CH:28][CH:27]=2)=[CH:22][CH:21]=1. (4) Given the product [C:25]([C:13]1[C:14]([C:23]([NH2:24])=[O:29])=[N:15][C:16]([C:17]2[CH:22]=[CH:21][CH:20]=[CH:19][CH:18]=2)=[C:11]([C:6]2[CH:7]=[CH:8][C:9](=[O:10])[N:4]([CH:1]([CH3:3])[CH3:2])[N:5]=2)[N:12]=1)#[N:26], predict the reactants needed to synthesize it. The reactants are: [CH:1]([N:4]1[C:9](=[O:10])[CH:8]=[CH:7][C:6]([C:11]2[N:12]=[C:13]([C:25]#[N:26])[C:14]([C:23]#[N:24])=[N:15][C:16]=2[C:17]2[CH:22]=[CH:21][CH:20]=[CH:19][CH:18]=2)=[N:5]1)([CH3:3])[CH3:2].CC[OH:29].